From a dataset of Forward reaction prediction with 1.9M reactions from USPTO patents (1976-2016). Predict the product of the given reaction. (1) Given the reactants C([O:8][C:9]1[CH:14]=[CH:13][C:12]([CH2:15][C@H:16]([O:22][CH2:23][CH3:24])[C:17]([O:19][CH2:20][CH3:21])=[O:18])=[CH:11][CH:10]=1)C1C=CC=CC=1.[H][H], predict the reaction product. The product is: [CH2:20]([O:19][C:17](=[O:18])[C@@H:16]([O:22][CH2:23][CH3:24])[CH2:15][C:12]1[CH:11]=[CH:10][C:9]([OH:8])=[CH:14][CH:13]=1)[CH3:21]. (2) The product is: [Br:10][C:11]1[CH:12]=[C:13]2[C:18](=[CH:19][CH:20]=1)[N:17]=[C:16]([N:7]1[CH2:8][CH2:9][N:4]([CH:1]([CH3:3])[CH3:2])[CH2:5][CH2:6]1)[CH:15]=[CH:14]2. Given the reactants [CH:1]([N:4]1[CH2:9][CH2:8][NH:7][CH2:6][CH2:5]1)([CH3:3])[CH3:2].[Br:10][C:11]1[CH:12]=[C:13]2[C:18](=[CH:19][CH:20]=1)[N:17]=[C:16](Cl)[CH:15]=[CH:14]2, predict the reaction product. (3) Given the reactants [F:1][C:2]([F:22])([F:21])[O:3][C:4]1[CH:5]=[C:6]([C:10]2[N:11]=[C:12]([CH:15]3[CH2:20][CH2:19][NH:18][CH2:17][CH2:16]3)[NH:13][CH:14]=2)[CH:7]=[CH:8][CH:9]=1.Cl[C:24]1[N:32]=[CH:31][N:30]=[C:29]2[C:25]=1[NH:26][CH:27]=[N:28]2.C(N(CC)CC)C, predict the reaction product. The product is: [F:22][C:2]([F:1])([F:21])[O:3][C:4]1[CH:5]=[C:6]([C:10]2[N:11]=[C:12]([CH:15]3[CH2:16][CH2:17][N:18]([C:24]4[N:32]=[CH:31][N:30]=[C:29]5[C:25]=4[NH:26][CH:27]=[N:28]5)[CH2:19][CH2:20]3)[NH:13][CH:14]=2)[CH:7]=[CH:8][CH:9]=1. (4) Given the reactants [Si]([O:18][C:19]1[CH:27]=[C:26]2[C:22]([C:23]([C:34]([O-:36])=[O:35])=[N:24][N:25]2[CH:28]2[CH2:33][CH2:32][CH2:31][CH2:30][O:29]2)=[CH:21][CH:20]=1)(C(C)(C)C)(C1C=CC=CC=1)C1C=CC=CC=1.[CH3:37][CH2:38]CC[N+](CCCC)(CCCC)CCCC.[F-].C1COCC1.C(OCC)(=O)C, predict the reaction product. The product is: [OH:18][C:19]1[CH:27]=[C:26]2[C:22]([C:23]([C:34]([O:36][CH2:37][CH3:38])=[O:35])=[N:24][N:25]2[CH:28]2[CH2:33][CH2:32][CH2:31][CH2:30][O:29]2)=[CH:21][CH:20]=1. (5) The product is: [CH3:1][O:2][C:3]1[C:8]([C:9]([O-:11])=[O:10])=[C:7]([Cl:12])[CH:6]=[CH:5][C:4]=1[Cl:13].[Na+:15]. Given the reactants [CH3:1][O:2][C:3]1[C:4]([Cl:13])=[CH:5][CH:6]=[C:7]([Cl:12])[C:8]=1[C:9]([OH:11])=[O:10].[OH-].[Na+:15].C1(C)C=CC=CC=1.O, predict the reaction product. (6) Given the reactants [C:1]([O:5][C:6]([N:8]1[CH2:36][CH2:35][C:11]2([C:15](=[O:16])[N:14]([C:17]3[CH:22]=[CH:21][C:20]([CH:23]4[CH2:28][CH2:27][CH:26](OS(C)(=O)=O)[CH2:25][CH2:24]4)=[CH:19][C:18]=3[F:34])[CH2:13][CH2:12]2)[CH2:10][CH2:9]1)=[O:7])([CH3:4])([CH3:3])[CH3:2].[CH3:37][C@H:38]1[CH2:42][CH2:41][CH2:40][NH:39]1, predict the reaction product. The product is: [C:1]([O:5][C:6]([N:8]1[CH2:9][CH2:10][C:11]2([C:15](=[O:16])[N:14]([C:17]3[CH:22]=[CH:21][C:20]([CH:23]4[CH2:28][CH2:27][CH:26]([N:39]5[CH2:40][CH2:41][CH2:42][C@@H:38]5[CH3:37])[CH2:25][CH2:24]4)=[CH:19][C:18]=3[F:34])[CH2:13][CH2:12]2)[CH2:35][CH2:36]1)=[O:7])([CH3:4])([CH3:2])[CH3:3]. (7) Given the reactants Br[C:2]1[CH:7]=[CH:6][C:5]([N+:8]([O-:10])=[O:9])=[CH:4][N:3]=1.[NH2:11][C:12]1[CH:17]=[CH:16][CH:15]=[CH:14][CH:13]=1.C1(P(C2C=CC=CC=2)CCCP(C2C=CC=CC=2)C2C=CC=CC=2)C=CC=CC=1.CC(C)([O-])C.[Na+], predict the reaction product. The product is: [N+:8]([C:5]1[CH:6]=[CH:7][C:2]([NH:11][C:12]2[CH:17]=[CH:16][CH:15]=[CH:14][CH:13]=2)=[N:3][CH:4]=1)([O-:10])=[O:9]. (8) Given the reactants [CH2:1]([O:3][C:4]([C:6]1[C:15]2[C:10](=[CH:11][CH:12]=[CH:13][CH:14]=2)[N:9]=[C:8]([C:16]([OH:18])=O)[CH:7]=1)=[O:5])[CH3:2].[CH2:19]([O:21][C:22]([N:24]1[CH2:29][CH2:28][N:27]([C:30](=[O:42])[C@@H:31]([NH2:41])[CH2:32][CH2:33][C:34]([O:36][C:37]([CH3:40])([CH3:39])[CH3:38])=[O:35])[CH2:26][CH2:25]1)=[O:23])[CH3:20].C1C=CC2N(O)N=NC=2C=1.C(Cl)CCl, predict the reaction product. The product is: [CH2:1]([O:3][C:4]([C:6]1[C:15]2[C:10](=[CH:11][CH:12]=[CH:13][CH:14]=2)[N:9]=[C:8]([C:16](=[O:18])[NH:41][C@H:31]([C:30]([N:27]2[CH2:28][CH2:29][N:24]([C:22]([O:21][CH2:19][CH3:20])=[O:23])[CH2:25][CH2:26]2)=[O:42])[CH2:32][CH2:33][C:34]([O:36][C:37]([CH3:39])([CH3:40])[CH3:38])=[O:35])[CH:7]=1)=[O:5])[CH3:2]. (9) The product is: [CH3:11][C:10]1[NH:9][C:8]([C:12]2[CH:17]=[CH:16][C:15]([O:18][C:19]([F:21])([F:20])[F:22])=[CH:14][CH:13]=2)=[N:7][C:6]=1[C:4]([OH:5])=[O:3]. Given the reactants C([O:3][C:4]([C:6]1[N:7]=[C:8]([C:12]2[CH:17]=[CH:16][C:15]([O:18][C:19]([F:22])([F:21])[F:20])=[CH:14][CH:13]=2)[NH:9][C:10]=1[CH3:11])=[O:5])C.[OH-].[Na+].Cl, predict the reaction product. (10) Given the reactants [N+:1]([CH2:4][C:5]([O:7][CH2:8][CH3:9])=[O:6])([O-:3])=O.[CH2:10]([OH:15])[CH2:11][CH2:12][C:13]#[CH:14].N12CCN(CC1)CC2, predict the reaction product. The product is: [OH:15][CH2:10][CH2:11][CH2:12][C:13]1[O:3][N:1]=[C:4]([C:5]([O:7][CH2:8][CH3:9])=[O:6])[CH:14]=1.